Dataset: Full USPTO retrosynthesis dataset with 1.9M reactions from patents (1976-2016). Task: Predict the reactants needed to synthesize the given product. (1) Given the product [CH2:20]([O:27][C:28]([NH:30][C@H:31]([C:35]([O:1][CH:2]1[CH2:7][CH2:6][CH:5]([C:8]([O:10][CH2:11][C:12]2[CH:17]=[CH:16][C:15]([O:18][CH3:19])=[CH:14][CH:13]=2)=[O:9])[CH2:4][CH2:3]1)=[O:36])[CH:32]([CH3:34])[CH3:33])=[O:29])[C:21]1[CH:26]=[CH:25][CH:24]=[CH:23][CH:22]=1, predict the reactants needed to synthesize it. The reactants are: [OH:1][CH:2]1[CH2:7][CH2:6][CH:5]([C:8]([O:10][CH2:11][C:12]2[CH:17]=[CH:16][C:15]([O:18][CH3:19])=[CH:14][CH:13]=2)=[O:9])[CH2:4][CH2:3]1.[CH2:20]([O:27][C:28]([NH:30][C@H:31]([C:35](O)=[O:36])[CH:32]([CH3:34])[CH3:33])=[O:29])[C:21]1[CH:26]=[CH:25][CH:24]=[CH:23][CH:22]=1.C1(N=C=NC2CCCCC2)CCCCC1. (2) Given the product [Cl:19][C:9]1[C:10]([CH2:14][C:15]([O:17][CH3:18])=[O:16])=[C:11]([Cl:13])[N:12]=[C:7]([CH2:6][C:5]2[CH:4]=[CH:3][C:2]([NH:1][C:32]([C:23]3[CH:24]=[CH:25][C:26]4[C:31](=[CH:30][CH:29]=[CH:28][CH:27]=4)[CH:22]=3)=[O:33])=[CH:21][CH:20]=2)[N:8]=1, predict the reactants needed to synthesize it. The reactants are: [NH2:1][C:2]1[CH:21]=[CH:20][C:5]([CH2:6][C:7]2[N:12]=[C:11]([Cl:13])[C:10]([CH2:14][C:15]([O:17][CH3:18])=[O:16])=[C:9]([Cl:19])[N:8]=2)=[CH:4][CH:3]=1.[CH:22]1[C:31]2[C:26](=[CH:27][CH:28]=[CH:29][CH:30]=2)[CH:25]=[CH:24][C:23]=1[C:32](O)=[O:33].CCOC(C)=O. (3) Given the product [CH3:1][O:2][C:3]1[CH:4]=[C:5]2[C:10](=[CH:11][C:12]=1[O:13][CH3:14])[N:9]=[CH:8][CH:7]=[C:6]2[O:15][C:16]1[C:22]([CH3:23])=[CH:21][C:19]([NH:20][C:32]([NH:27][CH2:43][CH2:42][CH2:41][N:40]([CH2:36][CH2:37][CH2:38][CH3:39])[CH2:45][CH2:46][CH2:47][CH3:48])=[S:33])=[C:18]([CH3:24])[CH:17]=1, predict the reactants needed to synthesize it. The reactants are: [CH3:1][O:2][C:3]1[CH:4]=[C:5]2[C:10](=[CH:11][C:12]=1[O:13][CH3:14])[N:9]=[CH:8][CH:7]=[C:6]2[O:15][C:16]1[C:22]([CH3:23])=[CH:21][C:19]([NH2:20])=[C:18]([CH3:24])[CH:17]=1.C([N:27](CC)CC)C.[C:32](Cl)(Cl)=[S:33].[CH2:36]([N:40]([CH2:45][CH2:46][CH2:47][CH3:48])[CH2:41][CH:42](N)[CH3:43])[CH2:37][CH2:38][CH3:39].